This data is from Full USPTO retrosynthesis dataset with 1.9M reactions from patents (1976-2016). The task is: Predict the reactants needed to synthesize the given product. (1) Given the product [O:26]=[C:18]1[C:19]2[CH:25]=[CH:24][CH:23]=[CH:22][C:20]=2[S:21][C:1]([C:3]2[N:8]=[C:7]([CH2:9][CH2:10][CH2:11][CH2:12][C:13]([O:15][CH2:16][CH3:17])=[O:14])[CH:6]=[CH:5][CH:4]=2)=[N:2]1, predict the reactants needed to synthesize it. The reactants are: [C:1]([C:3]1[N:8]=[C:7]([CH2:9][CH2:10][CH2:11][CH2:12][C:13]([O:15][CH2:16][CH3:17])=[O:14])[CH:6]=[CH:5][CH:4]=1)#[N:2].[C:18](OC)(=[O:26])[C:19]1[C:20](=[CH:22][CH:23]=[CH:24][CH:25]=1)[SH:21].C(N(CC)CC)C. (2) Given the product [CH:32]1([N:8]2[CH2:9][CH2:10][CH:11]([O:14][C:15]3[CH:16]=[CH:17][C:18]([C:21]4[CH2:22][CH2:23][C:24](=[O:27])[NH:25][N:26]=4)=[CH:19][CH:20]=3)[CH2:12][CH2:13]2)[CH2:35][CH2:34][CH2:33]1, predict the reactants needed to synthesize it. The reactants are: FC(F)(F)C(O)=O.[NH:8]1[CH2:13][CH2:12][CH:11]([O:14][C:15]2[CH:20]=[CH:19][C:18]([C:21]3[CH2:22][CH2:23][C:24](=[O:27])[NH:25][N:26]=3)=[CH:17][CH:16]=2)[CH2:10][CH2:9]1.C(O)(=O)C.[C:32]1(=O)[CH2:35][CH2:34][CH2:33]1.C([BH3-])#N.[Na+]. (3) Given the product [NH2:1][C:4]1[CH:5]=[C:6]([CH:13]([C:17]2[CH:22]=[CH:21][CH:20]=[CH:19][N:18]=2)[CH2:14][C:15]#[N:16])[C:7]2[O:11][CH2:10][CH2:9][C:8]=2[CH:12]=1, predict the reactants needed to synthesize it. The reactants are: [N+:1]([C:4]1[CH:5]=[C:6]([C:13]([C:17]2[CH:22]=[CH:21][CH:20]=[CH:19][N:18]=2)=[CH:14][C:15]#[N:16])[C:7]2[O:11][CH2:10][CH2:9][C:8]=2[CH:12]=1)([O-])=O.